Task: Predict the reactants needed to synthesize the given product.. Dataset: Full USPTO retrosynthesis dataset with 1.9M reactions from patents (1976-2016) (1) Given the product [F:1][C:2]1[CH:3]=[CH:4][C:5]([CH2:8][CH:9]([CH3:13])[C:10]([OH:12])=[O:11])=[CH:6][CH:7]=1, predict the reactants needed to synthesize it. The reactants are: [F:1][C:2]1[CH:7]=[CH:6][C:5]([CH:8]=[C:9]([CH3:13])[C:10]([OH:12])=[O:11])=[CH:4][CH:3]=1.[H][H]. (2) Given the product [Cl:20][C:19]1[CH:18]=[CH:17][C:16]([NH:21][C:32]([NH:31][C:25]2[CH:26]=[CH:27][CH:28]=[C:29]([Cl:30])[C:24]=2[Cl:23])=[O:33])=[C:15]([OH:22])[C:14]=1[S:11]([NH:10][CH:5]1[CH2:6][CH2:7][CH2:8][CH2:9]1)(=[O:13])=[O:12], predict the reactants needed to synthesize it. The reactants are: NC(N)=O.[CH:5]1([NH:10][S:11]([C:14]2[C:19]([Cl:20])=[CH:18][CH:17]=[C:16]([NH2:21])[C:15]=2[OH:22])(=[O:13])=[O:12])[CH2:9][CH2:8][CH2:7][CH2:6]1.[Cl:23][C:24]1[C:29]([Cl:30])=[CH:28][CH:27]=[CH:26][C:25]=1[N:31]=[C:32]=[O:33]. (3) The reactants are: Cl[C:2]1[C:11]2[C:6](=[CH:7][C:8]([C:12]3[C:13]([CH3:18])=[N:14][O:15][C:16]=3[CH3:17])=[CH:9][CH:10]=2)[N:5]=[CH:4][C:3]=1[N+:19]([O-:21])=[O:20].[C:22]([C:26]1[CH:32]=[CH:31][CH:30]=[CH:29][C:27]=1[NH2:28])([CH3:25])([CH3:24])[CH3:23]. Given the product [C:22]([C:26]1[CH:32]=[CH:31][CH:30]=[CH:29][C:27]=1[NH:28][C:2]1[C:11]2[C:6](=[CH:7][C:8]([C:12]3[C:13]([CH3:18])=[N:14][O:15][C:16]=3[CH3:17])=[CH:9][CH:10]=2)[N:5]=[CH:4][C:3]=1[N+:19]([O-:21])=[O:20])([CH3:25])([CH3:23])[CH3:24], predict the reactants needed to synthesize it. (4) The reactants are: [CH:1]([N:4]1[CH2:15][CH2:14][C:7]2([O:12][CH2:11][C:10](=O)[NH:9][CH2:8]2)[CH2:6][CH2:5]1)([CH3:3])[CH3:2].[H-].[H-].[H-].[H-].[Li+].[Al+3].[F-].[Na+].O. Given the product [CH:1]([N:4]1[CH2:5][CH2:6][C:7]2([O:12][CH2:11][CH2:10][NH:9][CH2:8]2)[CH2:14][CH2:15]1)([CH3:3])[CH3:2], predict the reactants needed to synthesize it. (5) Given the product [CH3:21][O:20][C:18](=[O:19])[CH2:17][CH2:16][CH2:15][CH2:14][CH2:13][NH:12][S:7]([C:1]1[CH:6]=[CH:5][CH:4]=[CH:3][CH:2]=1)(=[O:9])=[O:8], predict the reactants needed to synthesize it. The reactants are: [C:1]1([S:7](Cl)(=[O:9])=[O:8])[CH:6]=[CH:5][CH:4]=[CH:3][CH:2]=1.Cl.[NH2:12][CH2:13][CH2:14][CH2:15][CH2:16][CH2:17][C:18]([O:20][CH3:21])=[O:19].C(=O)([O-])[O-].[Na+].[Na+].